From a dataset of NCI-60 drug combinations with 297,098 pairs across 59 cell lines. Regression. Given two drug SMILES strings and cell line genomic features, predict the synergy score measuring deviation from expected non-interaction effect. (1) Drug 1: CCC1=CC2CC(C3=C(CN(C2)C1)C4=CC=CC=C4N3)(C5=C(C=C6C(=C5)C78CCN9C7C(C=CC9)(C(C(C8N6C)(C(=O)OC)O)OC(=O)C)CC)OC)C(=O)OC.C(C(C(=O)O)O)(C(=O)O)O. Drug 2: CC1C(C(CC(O1)OC2CC(OC(C2O)C)OC3=CC4=CC5=C(C(=O)C(C(C5)C(C(=O)C(C(C)O)O)OC)OC6CC(C(C(O6)C)O)OC7CC(C(C(O7)C)O)OC8CC(C(C(O8)C)O)(C)O)C(=C4C(=C3C)O)O)O)O. Cell line: HS 578T. Synergy scores: CSS=57.1, Synergy_ZIP=11.7, Synergy_Bliss=11.4, Synergy_Loewe=8.91, Synergy_HSA=11.3. (2) Drug 1: CC1=C2C(C(=O)C3(C(CC4C(C3C(C(C2(C)C)(CC1OC(=O)C(C(C5=CC=CC=C5)NC(=O)OC(C)(C)C)O)O)OC(=O)C6=CC=CC=C6)(CO4)OC(=O)C)OC)C)OC. Drug 2: COCCOC1=C(C=C2C(=C1)C(=NC=N2)NC3=CC=CC(=C3)C#C)OCCOC.Cl. Cell line: HS 578T. Synergy scores: CSS=58.8, Synergy_ZIP=5.89, Synergy_Bliss=5.50, Synergy_Loewe=-27.6, Synergy_HSA=5.29. (3) Drug 2: COCCOC1=C(C=C2C(=C1)C(=NC=N2)NC3=CC=CC(=C3)C#C)OCCOC. Cell line: SW-620. Drug 1: CCC1(CC2CC(C3=C(CCN(C2)C1)C4=CC=CC=C4N3)(C5=C(C=C6C(=C5)C78CCN9C7C(C=CC9)(C(C(C8N6C)(C(=O)OC)O)OC(=O)C)CC)OC)C(=O)OC)O. Synergy scores: CSS=65.5, Synergy_ZIP=9.25, Synergy_Bliss=6.55, Synergy_Loewe=-5.47, Synergy_HSA=7.13. (4) Drug 1: C1=CC(=CC=C1CC(C(=O)O)N)N(CCCl)CCCl.Cl. Drug 2: C1=NC2=C(N1)C(=S)N=C(N2)N. Cell line: M14. Synergy scores: CSS=20.9, Synergy_ZIP=-5.37, Synergy_Bliss=-5.16, Synergy_Loewe=-14.2, Synergy_HSA=-4.68. (5) Drug 2: CN(CC1=CN=C2C(=N1)C(=NC(=N2)N)N)C3=CC=C(C=C3)C(=O)NC(CCC(=O)O)C(=O)O. Drug 1: CC1=C2C(C(=O)C3(C(CC4C(C3C(C(C2(C)C)(CC1OC(=O)C(C(C5=CC=CC=C5)NC(=O)OC(C)(C)C)O)O)OC(=O)C6=CC=CC=C6)(CO4)OC(=O)C)O)C)O. Cell line: RPMI-8226. Synergy scores: CSS=47.1, Synergy_ZIP=1.62, Synergy_Bliss=0.394, Synergy_Loewe=-7.31, Synergy_HSA=-0.382. (6) Drug 1: CC1=C(C=C(C=C1)NC2=NC=CC(=N2)N(C)C3=CC4=NN(C(=C4C=C3)C)C)S(=O)(=O)N.Cl. Drug 2: COCCOC1=C(C=C2C(=C1)C(=NC=N2)NC3=CC=CC(=C3)C#C)OCCOC.Cl. Cell line: KM12. Synergy scores: CSS=2.68, Synergy_ZIP=-0.994, Synergy_Bliss=-1.65, Synergy_Loewe=-3.60, Synergy_HSA=-2.51. (7) Drug 1: C1=CN(C=N1)CC(O)(P(=O)(O)O)P(=O)(O)O. Drug 2: CC12CCC3C(C1CCC2OP(=O)(O)O)CCC4=C3C=CC(=C4)OC(=O)N(CCCl)CCCl.[Na+]. Cell line: OVCAR-8. Synergy scores: CSS=3.09, Synergy_ZIP=-2.72, Synergy_Bliss=-6.62, Synergy_Loewe=-0.952, Synergy_HSA=-5.34. (8) Drug 1: C1CCC(C1)C(CC#N)N2C=C(C=N2)C3=C4C=CNC4=NC=N3. Drug 2: COCCOC1=C(C=C2C(=C1)C(=NC=N2)NC3=CC=CC(=C3)C#C)OCCOC.Cl. Cell line: A549. Synergy scores: CSS=18.6, Synergy_ZIP=1.36, Synergy_Bliss=5.11, Synergy_Loewe=5.92, Synergy_HSA=6.21. (9) Drug 1: CCC1=CC2CC(C3=C(CN(C2)C1)C4=CC=CC=C4N3)(C5=C(C=C6C(=C5)C78CCN9C7C(C=CC9)(C(C(C8N6C)(C(=O)OC)O)OC(=O)C)CC)OC)C(=O)OC.C(C(C(=O)O)O)(C(=O)O)O. Drug 2: CC1=C2C(C(=O)C3(C(CC4C(C3C(C(C2(C)C)(CC1OC(=O)C(C(C5=CC=CC=C5)NC(=O)OC(C)(C)C)O)O)OC(=O)C6=CC=CC=C6)(CO4)OC(=O)C)O)C)O. Cell line: DU-145. Synergy scores: CSS=71.1, Synergy_ZIP=-9.75, Synergy_Bliss=-5.98, Synergy_Loewe=-14.4, Synergy_HSA=-3.39.